Dataset: Catalyst prediction with 721,799 reactions and 888 catalyst types from USPTO. Task: Predict which catalyst facilitates the given reaction. (1) Reactant: CN(C(ON1N=NC2C=CC=NC1=2)=[N+](C)C)C.F[P-](F)(F)(F)(F)F.[C:25]([O:29][C:30]([NH:32][CH:33]([CH3:37])[C:34]([OH:36])=O)=[O:31])([CH3:28])([CH3:27])[CH3:26].[Cl:38][C:39]1[CH:44]=[C:43]([NH2:45])[N:42]=[C:41]([NH2:46])[CH:40]=1.CCN(C(C)C)C(C)C. Product: [C:25]([O:29][C:30](=[O:31])[NH:32][CH:33]([C:34](=[O:36])[NH:46][C:41]1[CH:40]=[C:39]([Cl:38])[CH:44]=[C:43]([NH2:45])[N:42]=1)[CH3:37])([CH3:26])([CH3:27])[CH3:28]. The catalyst class is: 37. (2) Reactant: [Br:1][C:2]1[CH:7]=[CH:6][CH:5]=[C:4]([Br:8])[C:3]=1[CH2:9]Br.[CH3:11][C:12]([O-:14])=[O:13].[Na+]. Product: [C:12]([O:14][CH2:9][C:3]1[C:4]([Br:8])=[CH:5][CH:6]=[CH:7][C:2]=1[Br:1])(=[O:13])[CH3:11]. The catalyst class is: 9. (3) Reactant: [CH3:1][C:2]1[N:7]=[C:6]([NH:8][CH2:9][C:10](OC)=[O:11])[C:5]([N+:14]([O-])=O)=[CH:4][CH:3]=1. Product: [CH3:1][C:2]1[CH:3]=[CH:4][C:5]2[NH:14][C:10](=[O:11])[CH2:9][NH:8][C:6]=2[N:7]=1. The catalyst class is: 178. (4) Reactant: [N:1]([C@@H:4]1[C@@H:8]([CH:9](C(=O)C2C=CC=CC=2)[OH:10])[O:7][C@@H:6]([N:19]2[CH:26]=[C:25]([F:27])[C:23](=[O:24])[NH:22][C:20]2=[O:21])[CH2:5]1)=[N+:2]=[N-:3].N. Product: [N:1]([C@@H:4]1[C@@H:8]([CH2:9][OH:10])[O:7][C@@H:6]([N:19]2[CH:26]=[C:25]([F:27])[C:23](=[O:24])[NH:22][C:20]2=[O:21])[CH2:5]1)=[N+:2]=[N-:3]. The catalyst class is: 5. (5) Reactant: [C:1]([C:3]1[CH:9]=[CH:8][C:6]([NH2:7])=[CH:5][CH:4]=1)#[CH:2].N1C=CC=CC=1.[CH3:16][S:17](Cl)(=[O:19])=[O:18]. Product: [C:1]([C:3]1[CH:9]=[CH:8][C:6]([NH:7][S:17]([CH3:16])(=[O:19])=[O:18])=[CH:5][CH:4]=1)#[CH:2]. The catalyst class is: 250. (6) Reactant: [CH3:1][O:2][C@H:3]1[CH2:8][O:7][CH2:6][C@@H:5]([C:9]([O:11]C)=[O:10])[CH2:4]1.[Li+].[OH-]. Product: [CH3:1][O:2][C@H:3]1[CH2:8][O:7][CH2:6][C@@H:5]([C:9]([OH:11])=[O:10])[CH2:4]1. The catalyst class is: 5. (7) Reactant: [CH2:1]([N:8]1[C:14](=O)[C:13]2[CH:16]=[C:17]([Br:20])[CH:18]=[CH:19][C:12]=2[O:11][CH2:10][CH2:9]1)[C:2]1[CH:7]=[CH:6][CH:5]=[CH:4][CH:3]=1.B.O1CCCC1.CO.[OH-].[Na+]. Product: [CH2:1]([N:8]1[CH2:14][C:13]2[CH:16]=[C:17]([Br:20])[CH:18]=[CH:19][C:12]=2[O:11][CH2:10][CH2:9]1)[C:2]1[CH:3]=[CH:4][CH:5]=[CH:6][CH:7]=1. The catalyst class is: 7.